Dataset: Full USPTO retrosynthesis dataset with 1.9M reactions from patents (1976-2016). Task: Predict the reactants needed to synthesize the given product. (1) Given the product [C:1]([C:3]1[CH:4]=[CH:5][C:6]([NH:9][C:10](=[O:18])[CH2:11][N:12]([CH3:17])[CH2:13][C:14]([NH:34][C:30]2[CH:31]=[CH:32][C:33]3[N:21]([CH2:19][CH3:20])[C:22]4[C:27]([C:28]=3[CH:29]=2)=[CH:26][CH:25]=[CH:24][CH:23]=4)=[O:16])=[CH:7][CH:8]=1)#[N:2], predict the reactants needed to synthesize it. The reactants are: [C:1]([C:3]1[CH:8]=[CH:7][C:6]([NH:9][C:10](=[O:18])[CH2:11][N:12]([CH3:17])[CH2:13][C:14]([OH:16])=O)=[CH:5][CH:4]=1)#[N:2].[CH2:19]([N:21]1[C:33]2[CH:32]=[CH:31][C:30]([NH2:34])=[CH:29][C:28]=2[C:27]2[C:22]1=[CH:23][CH:24]=[CH:25][CH:26]=2)[CH3:20]. (2) Given the product [Br:8][C:4]1[N:3]=[C:2]([C:26]2[N:23]3[CH:24]=[CH:25][C:20]([C:10]([CH3:9])([O:12][Si:13]([CH2:14][CH3:15])([CH2:18][CH3:19])[CH2:16][CH3:17])[CH3:11])=[N:21][C:22]3=[N:28][CH:27]=2)[CH:7]=[CH:6][CH:5]=1, predict the reactants needed to synthesize it. The reactants are: Br[C:2]1[CH:7]=[CH:6][CH:5]=[C:4]([Br:8])[N:3]=1.[CH3:9][C:10]([C:20]1[CH:25]=[CH:24][N:23]2[C:26]([Sn](CCCC)(CCCC)CCCC)=[CH:27][N:28]=[C:22]2[N:21]=1)([O:12][Si:13]([CH2:18][CH3:19])([CH2:16][CH3:17])[CH2:14][CH3:15])[CH3:11]. (3) Given the product [CH2:20]([O:27][C:28]1[CH:33]=[CH:32][CH:31]=[C:30]([CH2:34][CH2:35][N:36]([C:2]2[CH:7]=[N:6][C:5]([C:8]3[CH:13]=[CH:12][CH:11]=[CH:10][CH:9]=3)=[C:4]([C:14]3[CH:19]=[CH:18][CH:17]=[CH:16][CH:15]=3)[N:3]=2)[CH3:37])[CH:29]=1)[C:21]1[CH:22]=[CH:23][CH:24]=[CH:25][CH:26]=1, predict the reactants needed to synthesize it. The reactants are: Cl[C:2]1[CH:7]=[N:6][C:5]([C:8]2[CH:13]=[CH:12][CH:11]=[CH:10][CH:9]=2)=[C:4]([C:14]2[CH:19]=[CH:18][CH:17]=[CH:16][CH:15]=2)[N:3]=1.[CH2:20]([O:27][C:28]1[CH:29]=[C:30]([CH2:34][CH2:35][NH:36][CH3:37])[CH:31]=[CH:32][CH:33]=1)[C:21]1[CH:26]=[CH:25][CH:24]=[CH:23][CH:22]=1. (4) Given the product [CH3:2][O:3][NH:4][S:13]([C:16]1[CH:25]=[CH:24][CH:23]=[CH:22][C:17]=1[C:18]([O:20][CH3:21])=[O:19])(=[O:15])=[O:14], predict the reactants needed to synthesize it. The reactants are: Cl.[CH3:2][O:3][NH2:4].C(N(CC)CC)C.Cl[S:13]([C:16]1[CH:25]=[CH:24][CH:23]=[CH:22][C:17]=1[C:18]([O:20][CH3:21])=[O:19])(=[O:15])=[O:14].O. (5) Given the product [CH3:2][N:3]([CH3:4])[C:24]([C:19]1[NH:20][C:21]2[C:17]([CH:18]=1)=[CH:16][C:15]([O:14][CH3:13])=[CH:23][CH:22]=2)=[O:26], predict the reactants needed to synthesize it. The reactants are: C1N=[CH:4][N:3](C(N2C=NC=C2)=O)[CH:2]=1.[CH3:13][O:14][C:15]1[CH:16]=[C:17]2[C:21](=[CH:22][CH:23]=1)[NH:20][C:19]([C:24]([OH:26])=O)=[CH:18]2.CNC.O. (6) Given the product [F:29][C:20]1[CH:21]=[C:22]([C:25]([F:28])([F:27])[F:26])[CH:23]=[CH:24][C:19]=1[N:16]1[C:13]([CH3:14])=[C:12]([C:9]2[CH:10]=[CH:11][C:6]([O:5][CH3:4])=[CH:7][CH:8]=2)[N:18]=[N:17]1, predict the reactants needed to synthesize it. The reactants are: C[O-].[Na+].[CH3:4][O:5][C:6]1[CH:11]=[CH:10][C:9]([CH2:12][C:13](=O)[CH3:14])=[CH:8][CH:7]=1.[N:16]([C:19]1[CH:24]=[CH:23][C:22]([C:25]([F:28])([F:27])[F:26])=[CH:21][C:20]=1[F:29])=[N+:17]=[N-:18]. (7) Given the product [O:14]1[C@H:2]([C:3]([O:5][CH2:6][CH3:7])=[O:4])[C@H:8]1[C:9]([O:11][CH2:12][CH3:13])=[O:10], predict the reactants needed to synthesize it. The reactants are: Br[C@H:2]([C@H:8]([OH:14])[C:9]([O:11][CH2:12][CH3:13])=[O:10])[C:3]([O:5][CH2:6][CH3:7])=[O:4].C1CCN2C(=NCCC2)CC1. (8) Given the product [OH:12][CH2:11][CH:8]1[CH2:7][CH2:6][CH:5]([C:3]([O:2][CH3:1])=[O:4])[CH2:10][CH2:9]1, predict the reactants needed to synthesize it. The reactants are: [CH3:1][O:2][C:3]([CH:5]1[CH2:10][CH2:9][CH:8]([C:11](O)=[O:12])[CH2:7][CH2:6]1)=[O:4].